Dataset: Full USPTO retrosynthesis dataset with 1.9M reactions from patents (1976-2016). Task: Predict the reactants needed to synthesize the given product. Given the product [Br:1][C:2]1[CH:10]=[CH:9][C:5]([C:6]([N:27]2[CH2:28][CH2:29][N:24]([C:18]3[C:17]([CH3:16])=[CH:22][C:21]([CH3:23])=[CH:20][N:19]=3)[CH2:25][CH2:26]2)=[O:8])=[C:4]([NH:11][S:12]([CH3:15])(=[O:14])=[O:13])[CH:3]=1, predict the reactants needed to synthesize it. The reactants are: [Br:1][C:2]1[CH:10]=[CH:9][C:5]([C:6]([OH:8])=O)=[C:4]([NH:11][S:12]([CH3:15])(=[O:14])=[O:13])[CH:3]=1.[CH3:16][C:17]1[C:18]([N:24]2[CH2:29][CH2:28][NH:27][CH2:26][CH2:25]2)=[N:19][CH:20]=[C:21]([CH3:23])[CH:22]=1.